Dataset: Aqueous solubility values for 9,982 compounds from the AqSolDB database. Task: Regression/Classification. Given a drug SMILES string, predict its absorption, distribution, metabolism, or excretion properties. Task type varies by dataset: regression for continuous measurements (e.g., permeability, clearance, half-life) or binary classification for categorical outcomes (e.g., BBB penetration, CYP inhibition). For this dataset (solubility_aqsoldb), we predict Y. (1) The compound is CC(C)N=c1cc2n(-c3ccc(Cl)cc3)c3ccccc3nc-2cc1Nc1ccc(Cl)cc1. The Y is -6.24 log mol/L. (2) The compound is COC(=O)C1C2CC3c4[nH]c5cc(OC)ccc5c4CCN3CC2CC(OC(=O)c2cc(OC)c(OC)c(OC)c2)C1OC. The Y is -5.97 log mol/L. (3) The compound is NNC(=O)Nc1ccccc1. The Y is -2.33 log mol/L. (4) The molecule is Nc1ccc2c(S(=O)(=O)O)cccc2c1. The Y is -2.75 log mol/L.